From a dataset of Full USPTO retrosynthesis dataset with 1.9M reactions from patents (1976-2016). Predict the reactants needed to synthesize the given product. (1) The reactants are: [C:1]([C:3]1[CH:8]=[CH:7][C:6]([NH:9][C@H:10]([CH3:14])[C:11]([NH2:13])=[O:12])=[CH:5][C:4]=1[NH:15][C:16]1[S:20][N:19]=[C:18]([CH3:21])[CH:17]=1)#[N:2].C([O-])([O-])=[O:23].[K+].[K+].OO. Given the product [NH2:13][C:11](=[O:12])[C@H:10]([NH:9][C:6]1[CH:7]=[CH:8][C:3]([C:1]([NH2:2])=[O:23])=[C:4]([NH:15][C:16]2[S:20][N:19]=[C:18]([CH3:21])[CH:17]=2)[CH:5]=1)[CH3:14], predict the reactants needed to synthesize it. (2) Given the product [OH:28][C:26]1[CH:25]=[CH:24][N:23]=[C:22]([NH:21][C:18]([C:11]2[C:12]3[CH2:13][C@H:14]4[CH2:17][C@H:15]4[C:16]=3[N:9]([C:3]3[CH:4]=[CH:5][C:6]([F:8])=[CH:7][C:2]=3[F:1])[N:10]=2)=[O:19])[CH:27]=1, predict the reactants needed to synthesize it. The reactants are: [F:1][C:2]1[CH:7]=[C:6]([F:8])[CH:5]=[CH:4][C:3]=1[N:9]1[C:16]2[C@@H:15]3[CH2:17][C@@H:14]3[CH2:13][C:12]=2[C:11]([C:18](O)=[O:19])=[N:10]1.[NH2:21][C:22]1[CH:27]=[C:26]([OH:28])[CH:25]=[CH:24][N:23]=1. (3) Given the product [CH3:30][C:29]1([CH3:31])[C:25]([C:12]2[CH:11]=[C:10]([CH2:9][O:8][C:4]3[CH:3]=[C:2]([CH2:38][CH2:37][C:36]([O:35][CH2:33][CH3:34])=[O:40])[CH:7]=[CH:6][N:5]=3)[CH:15]=[CH:14][C:13]=2[C:16]2[CH:21]=[C:20]([O:22][CH3:23])[CH:19]=[CH:18][C:17]=2[F:24])=[CH:26][CH2:27][CH2:28]1, predict the reactants needed to synthesize it. The reactants are: Br[C:2]1[CH:7]=[CH:6][N:5]=[C:4]([O:8][CH2:9][C:10]2[CH:15]=[CH:14][C:13]([C:16]3[CH:21]=[C:20]([O:22][CH3:23])[CH:19]=[CH:18][C:17]=3[F:24])=[C:12]([C:25]3[C:29]([CH3:31])([CH3:30])[CH2:28][CH2:27][CH:26]=3)[CH:11]=2)[CH:3]=1.[Br-].[CH2:33]([O:35][C:36](=[O:40])[CH2:37][CH2:38][Zn+])[CH3:34]. (4) Given the product [NH2:26][CH2:25][CH2:24][CH2:23][C:22]([N:18]1[CH2:19][CH2:20][CH2:21][C@@H:17]1[CH2:16][NH:15][C:13](=[O:14])[C:12]1[CH:38]=[CH:39][C:9]([C:4]2[CH:5]=[CH:6][CH:7]=[CH:8][C:3]=2[C:1]#[N:2])=[N:10][C:11]=1[NH:40][CH2:41][CH2:42][CH:43]1[CH2:48][CH2:47][CH2:46][CH2:45][O:44]1)=[O:37], predict the reactants needed to synthesize it. The reactants are: [C:1]([C:3]1[CH:8]=[CH:7][CH:6]=[CH:5][C:4]=1[C:9]1[CH:39]=[CH:38][C:12]([C:13]([NH:15][CH2:16][C@H:17]2[CH2:21][CH2:20][CH2:19][N:18]2[C:22](=[O:37])[CH2:23][CH2:24][CH2:25][NH:26]C(=O)OCC2C=CC=CC=2)=[O:14])=[C:11]([NH:40][CH2:41][CH2:42][CH:43]2[CH2:48][CH2:47][CH2:46][CH2:45][O:44]2)[N:10]=1)#[N:2].[Si](I)(C)(C)C. (5) Given the product [CH:8]([OH:9])=[O:60].[CH3:39][C:40]1([CH3:46])[CH2:45][CH2:44][N:43]([CH2:2][C:3]2[S:4][CH:5]=[C:6]([C:8]([NH:10][C:11]3[CH:19]=[C:18]([C:20]4[CH:28]=[CH:27][CH:26]=[C:25]5[C:21]=4[CH:22]=[CH:23][NH:24]5)[CH:17]=[C:16]4[C:12]=3[CH:13]=[N:14][NH:15]4)=[O:9])[N:7]=2)[CH2:42][CH2:41]1, predict the reactants needed to synthesize it. The reactants are: Cl[CH2:2][C:3]1[S:4][CH:5]=[C:6]([C:8]([NH:10][C:11]2[CH:19]=[C:18]([C:20]3[CH:28]=[CH:27][CH:26]=[C:25]4[C:21]=3[CH:22]=[CH:23][NH:24]4)[CH:17]=[C:16]3[C:12]=2[CH:13]=[N:14][N:15]3S(C2C=CC=CC=2)(=O)=O)=[O:9])[N:7]=1.Cl.[CH3:39][C:40]1([CH3:46])[CH2:45][CH2:44][NH:43][CH2:42][CH2:41]1.CCN(C(C)C)C(C)C.[I-].[Na+].C[Si](C)(C)[O-:60].[K+].